From a dataset of HIV replication inhibition screening data with 41,000+ compounds from the AIDS Antiviral Screen. Binary Classification. Given a drug SMILES string, predict its activity (active/inactive) in a high-throughput screening assay against a specified biological target. (1) The drug is CON(C)C(=O)C(Cc1ccccc1)NC(=O)OC(C)(C)C. The result is 0 (inactive). (2) The drug is CN(C)CCCNc1ccnc2cc([N+](=O)[O-])ccc12.Cl. The result is 0 (inactive).